From a dataset of Rat liver microsome stability data. Regression/Classification. Given a drug SMILES string, predict its absorption, distribution, metabolism, or excretion properties. Task type varies by dataset: regression for continuous measurements (e.g., permeability, clearance, half-life) or binary classification for categorical outcomes (e.g., BBB penetration, CYP inhibition). Dataset: rlm. The drug is CCCN(CCC)c1c(C)nc(-c2c(CC(F)F)cc(CC(F)F)cc2OC)c2ccccc12. The result is 0 (unstable in rat liver microsomes).